From a dataset of Full USPTO retrosynthesis dataset with 1.9M reactions from patents (1976-2016). Predict the reactants needed to synthesize the given product. The reactants are: [NH2:1][C:2]1[C:3]2[N:4]([C:8]([CH:12]3[CH2:15][CH2:14][CH2:13]3)=[N:9][C:10]=2I)[CH:5]=[CH:6][N:7]=1.C(=O)([O-])[O-].[Cs+].[Cs+].CC1(C)C(C)(C)OB([C:30]2[CH:31]=[C:32]3[C:36](=[CH:37][CH:38]=2)[NH:35][CH:34]=[CH:33]3)O1. Given the product [CH:12]1([C:8]2[N:4]3[CH:5]=[CH:6][N:7]=[C:2]([NH2:1])[C:3]3=[C:10]([C:30]3[CH:31]=[C:32]4[C:36](=[CH:37][CH:38]=3)[NH:35][CH:34]=[CH:33]4)[N:9]=2)[CH2:15][CH2:14][CH2:13]1, predict the reactants needed to synthesize it.